Dataset: Full USPTO retrosynthesis dataset with 1.9M reactions from patents (1976-2016). Task: Predict the reactants needed to synthesize the given product. Given the product [N:38]1([CH2:29][C:27]2[C:26]([C:31]3[CH:32]=[CH:33][CH:34]=[CH:35][CH:36]=3)=[N:25][N:24]([C:22]3[CH:21]=[CH:20][N:19]=[C:18]([NH:17][C:4]4[C:3]([O:2][CH3:1])=[CH:8][C:7]([N:9]5[CH2:10][CH2:11][CH2:12][CH2:13]5)=[C:6]([NH:14][C:3](=[O:2])[CH:4]=[CH2:5])[CH:5]=4)[N:23]=3)[CH:28]=2)[CH2:41][CH2:40][CH2:39]1, predict the reactants needed to synthesize it. The reactants are: [CH3:1][O:2][C:3]1[CH:8]=[C:7]([N:9]2[CH2:13][CH2:12][CH2:11][CH2:10]2)[C:6]([N+:14]([O-])=O)=[CH:5][C:4]=1[NH:17][C:18]1[N:23]=[C:22]([N:24]2[CH:28]=[C:27]([CH:29]=O)[C:26]([C:31]3[CH:36]=[CH:35][CH:34]=[CH:33][CH:32]=3)=[N:25]2)[CH:21]=[CH:20][N:19]=1.Cl.[NH:38]1[CH2:41][CH2:40][CH2:39]1.